This data is from Full USPTO retrosynthesis dataset with 1.9M reactions from patents (1976-2016). The task is: Predict the reactants needed to synthesize the given product. (1) Given the product [CH2:16]([N:9]1[CH:8]=[C:7]([B:5]2[O:6][C:2]([CH3:14])([CH3:1])[C:3]([CH3:13])([CH3:12])[O:4]2)[CH:11]=[N:10]1)[CH:17]([CH3:19])[CH3:18], predict the reactants needed to synthesize it. The reactants are: [CH3:1][C:2]1([CH3:14])[O:6][B:5]([C:7]2[CH:8]=[N:9][NH:10][CH:11]=2)[O:4][C:3]1([CH3:13])[CH3:12].Br[CH2:16][CH:17]([CH3:19])[CH3:18].C([O-])([O-])=O.[Cs+].[Cs+]. (2) Given the product [NH2:31][CH2:30][CH2:29][C:27]1[N:26]=[C:25]([C:42]2[CH:47]=[CH:46][C:45]([CH3:48])=[CH:44][CH:43]=2)[N:24]([CH:20]([C:9]2[N:8]([CH2:1][C:2]3[CH:7]=[CH:6][CH:5]=[CH:4][CH:3]=3)[C:17](=[O:18])[C:16]3[C:11](=[CH:12][C:13]([Cl:19])=[CH:14][CH:15]=3)[N:10]=2)[CH:21]([CH3:23])[CH3:22])[CH:28]=1, predict the reactants needed to synthesize it. The reactants are: [CH2:1]([N:8]1[C:17](=[O:18])[C:16]2[C:11](=[CH:12][C:13]([Cl:19])=[CH:14][CH:15]=2)[N:10]=[C:9]1[CH:20]([N:24]1[CH:28]=[C:27]([CH2:29][CH2:30][N:31]2C(=O)C3C(=CC=CC=3)C2=O)[N:26]=[C:25]1[C:42]1[CH:47]=[CH:46][C:45]([CH3:48])=[CH:44][CH:43]=1)[CH:21]([CH3:23])[CH3:22])[C:2]1[CH:7]=[CH:6][CH:5]=[CH:4][CH:3]=1.NN.